This data is from Reaction yield outcomes from USPTO patents with 853,638 reactions. The task is: Predict the reaction yield, written as a fraction of the theoretical maximum amount of product (1.0 means a 100% yield; for example, 0.34 means a 34% yield). (1) The reactants are [Br:1][C:2]1[CH:10]=[C:6]([C:7]([OH:9])=O)[C:5]([OH:11])=[CH:4][CH:3]=1.[Br:12][C:13]1[CH:14]=[C:15]([CH:17]=[C:18]([C:20]([F:23])([F:22])[F:21])[CH:19]=1)[NH2:16]. No catalyst specified. The product is [Br:1][C:2]1[CH:3]=[CH:4][C:5]([OH:11])=[C:6]([CH:10]=1)[C:7]([NH:16][C:15]1[CH:17]=[C:18]([C:20]([F:21])([F:22])[F:23])[CH:19]=[C:13]([Br:12])[CH:14]=1)=[O:9]. The yield is 0.733. (2) The reactants are [Li+].CC([N-]C(C)C)C.[Br:9][C:10]1[CH:15]=[CH:14][C:13]([O:16][C:17]([F:20])([F:19])[F:18])=[CH:12][CH:11]=1.[C:21](=[O:23])=[O:22]. The catalyst is C1COCC1. The product is [Br:9][C:10]1[CH:11]=[CH:12][C:13]([O:16][C:17]([F:18])([F:19])[F:20])=[C:14]([CH:15]=1)[C:21]([OH:23])=[O:22]. The yield is 0.490. (3) The reactants are [Si]([O:8][C@@H:9]1[C@@:42]2([CH3:43])[C:13](=[CH:14][CH:15]=[C:16]3[C@@H:41]2[CH2:40][CH2:39][C@@:38]2([CH3:44])[C@H:17]3[CH2:18][CH:19]=[C:20]2[C@@H:21]([O:23][CH2:24]/[CH:25]=[CH:26]/[C:27]([CH3:37])([O:29][Si](CC)(CC)CC)[CH3:28])[CH3:22])[CH2:12][C@@H:11]([O:45][Si](C(C)(C)C)(C)C)[CH2:10]1)(C(C)(C)C)(C)C.[F-].C([N+](CCCC)(CCCC)CCCC)CCC. The catalyst is O1CCCC1. The product is [OH:8][C@@H:9]1[C@@:42]2([CH3:43])[C:13](=[CH:14][CH:15]=[C:16]3[C@@H:41]2[CH2:40][CH2:39][C@@:38]2([CH3:44])[C@H:17]3[CH2:18][CH:19]=[C:20]2[C@@H:21]([O:23][CH2:24]/[CH:25]=[CH:26]/[C:27]([OH:29])([CH3:28])[CH3:37])[CH3:22])[CH2:12][C@@H:11]([OH:45])[CH2:10]1. The yield is 0.340.